This data is from Catalyst prediction with 721,799 reactions and 888 catalyst types from USPTO. The task is: Predict which catalyst facilitates the given reaction. (1) Reactant: [C:1]1([CH2:11][CH2:12][CH2:13][C:14](Cl)=[O:15])[C:10]2[C:5](=[CH:6][CH:7]=[CH:8][CH:9]=2)[CH:4]=[CH:3][CH:2]=1.[F:17][C:18]1[CH:23]=[CH:22][C:21]([CH:24]([N:32]2[CH2:37][CH2:36][N:35]([CH3:38])[CH2:34][CH2:33]2)[CH2:25][N:26]2[CH2:31][CH2:30][NH:29][CH2:28][CH2:27]2)=[CH:20][CH:19]=1.C(=O)(O)[O-].[Na+]. Product: [F:17][C:18]1[CH:23]=[CH:22][C:21]([CH:24]([N:32]2[CH2:37][CH2:36][N:35]([CH3:38])[CH2:34][CH2:33]2)[CH2:25][N:26]2[CH2:31][CH2:30][N:29]([C:14](=[O:15])[CH2:13][CH2:12][CH2:11][C:1]3[C:10]4[C:5](=[CH:6][CH:7]=[CH:8][CH:9]=4)[CH:4]=[CH:3][CH:2]=3)[CH2:28][CH2:27]2)=[CH:20][CH:19]=1. The catalyst class is: 11. (2) Reactant: Cl[CH2:2][C:3]1[N:8]=[C:7]([C:9]2[CH:14]=[CH:13][CH:12]=[CH:11][N:10]=2)[N:6]=[C:5]([OH:15])[CH:4]=1.[CH3:16][O:17][C:18]1[C:23]([CH3:24])=[CH:22][N:21]=[C:20]([CH2:25][NH:26][CH3:27])[C:19]=1[CH3:28].C(N(CC)CC)C. Product: [CH3:16][O:17][C:18]1[C:23]([CH3:24])=[CH:22][N:21]=[C:20]([CH2:25][N:26]([CH2:2][C:3]2[N:8]=[C:7]([C:9]3[CH:14]=[CH:13][CH:12]=[CH:11][N:10]=3)[N:6]=[C:5]([OH:15])[CH:4]=2)[CH3:27])[C:19]=1[CH3:28]. The catalyst class is: 7. (3) Reactant: [F:1][C:2]1[CH:7]=[CH:6][C:5]([F:8])=[CH:4][C:3]=1[C@H:9]1[CH2:13][CH2:12][CH2:11][N:10]1[C:14]1[CH:15]=[CH:16][C:17]2[N:18]([C:20]([NH2:23])=[CH:21][N:22]=2)[N:19]=1.[C:24](OC(=O)C)(=[O:26])[CH3:25].N1C=CC=CC=1. Product: [F:1][C:2]1[CH:7]=[CH:6][C:5]([F:8])=[CH:4][C:3]=1[C@H:9]1[CH2:13][CH2:12][CH2:11][N:10]1[C:14]1[CH:15]=[CH:16][C:17]2[N:18]([C:20]([NH:23][C:24](=[O:26])[CH3:25])=[CH:21][N:22]=2)[N:19]=1. The catalyst class is: 2. (4) Reactant: [C:1]([O:5][C:6]([C:8]1[O:9][C:10]2[CH:17]=[CH:16][CH:15]=[C:14]([OH:18])[C:11]=2[C:12]=1[CH3:13])=[O:7])([CH3:4])([CH3:3])[CH3:2].[Br:19]N1C(=O)CCC1=O. Product: [C:1]([O:5][C:6]([C:8]1[O:9][C:10]2[CH:17]=[CH:16][C:15]([Br:19])=[C:14]([OH:18])[C:11]=2[C:12]=1[CH3:13])=[O:7])([CH3:4])([CH3:2])[CH3:3]. The catalyst class is: 53. (5) Reactant: [OH:1][C:2]([CH2:4][CH2:5][CH2:6][CH2:7][C@H:8]1[C@@H:16]2[C@@H:11]([NH:12][C:13]([NH:15]2)=[O:14])[CH2:10][S:9]1)=[O:3].Cl.[C:18](OC(=O)CN)([CH3:21])([CH3:20])[CH3:19].C[N:28]1[CH2:33][CH2:32][O:31]CC1.ON1C2C=CC=CC=2N=N1.Cl.CN(C)CCCN=C=NCC. Product: [NH2:28][C@H:33]([C:32]([CH:4]([CH2:5][CH2:6][CH2:7][C@H:8]1[C@@H:16]2[C@@H:11]([NH:12][C:13]([NH:15]2)=[O:14])[CH2:10][S:9]1)[C:2](=[O:1])[OH:3])=[O:31])[C:18]([CH3:21])([CH3:20])[CH3:19]. The catalyst class is: 3. (6) Reactant: [CH2:1]([C:8]1[C:9]([CH:18]([NH:22][CH2:23][CH2:24][CH2:25][N:26]2[C:34](=[O:35])[C:33]3[C:28](=[CH:29][CH:30]=[CH:31][CH:32]=3)[C:27]2=[O:36])[CH:19]([CH3:21])[CH3:20])=[N:10][C:11]2[C:16]([CH:17]=1)=[CH:15][CH:14]=[CH:13][CH:12]=2)[C:2]1[CH:7]=[CH:6][CH:5]=[CH:4][CH:3]=1.[F:37][C:38]1[CH:39]=[C:40]([CH:44]=[CH:45][C:46]=1[CH3:47])[C:41]([Cl:43])=[O:42].C(N(CC)CC)C. Product: [F:37][C:38]1[CH:39]=[C:40]([CH:44]=[CH:45][C:46]=1[CH3:47])[C:41]([Cl:43])=[O:42].[CH2:1]([C:8]1[C:9]([CH:18]([N:22]([CH2:23][CH2:24][CH2:25][N:26]2[C:27](=[O:36])[C:28]3[C:33](=[CH:32][CH:31]=[CH:30][CH:29]=3)[C:34]2=[O:35])[C:41](=[O:42])[C:40]2[CH:44]=[CH:45][C:46]([CH3:47])=[C:38]([F:37])[CH:39]=2)[CH:19]([CH3:20])[CH3:21])=[N:10][C:11]2[C:16]([CH:17]=1)=[CH:15][CH:14]=[CH:13][CH:12]=2)[C:2]1[CH:7]=[CH:6][CH:5]=[CH:4][CH:3]=1. The catalyst class is: 2. (7) Reactant: [N+:1]([C:4]1[C:5](=[O:15])[NH:6][C:7](=[O:14])[N:8]([CH2:11][CH2:12][CH3:13])[C:9]=1[CH3:10])([O-:3])=[O:2].[CH:16](=O)[C:17]1[CH:22]=[CH:21][CH:20]=[CH:19][CH:18]=1.N1CCCCC1. Product: [N+:1]([C:4]1[C:5](=[O:15])[NH:6][C:7](=[O:14])[N:8]([CH2:11][CH2:12][CH3:13])[C:9]=1[CH:10]=[CH:16][C:17]1[CH:22]=[CH:21][CH:20]=[CH:19][CH:18]=1)([O-:3])=[O:2]. The catalyst class is: 8.